This data is from Full USPTO retrosynthesis dataset with 1.9M reactions from patents (1976-2016). The task is: Predict the reactants needed to synthesize the given product. (1) Given the product [CH2:58]([O:57][C:48]1([C:50]2[CH:55]=[CH:54][CH:53]=[CH:52][C:51]=2[CH3:56])[CH2:49][N:46]([C:44](=[O:45])[C@H:43]([NH:42][C:10](=[O:12])[C@@H:9]([OH:8])[CH2:13][C:14]2[N:15]=[CH:16][NH:17][CH:18]=2)[CH2:62][C:63]2[CH:68]=[CH:67][C:66]([O:69][CH3:70])=[CH:65][CH:64]=2)[CH2:47]1)[CH2:59][CH2:60][CH3:61], predict the reactants needed to synthesize it. The reactants are: C(N(CC)CC)C.[OH:8][C@@H:9]([CH2:13][C:14]1[N:15]=[CH:16][NH:17][CH:18]=1)[C:10]([OH:12])=O.CN(C(ON1N=NC2C=CC=CC1=2)=[N+](C)C)C.[B-](F)(F)(F)F.Cl.[NH2:42][C@H:43]([CH2:62][C:63]1[CH:68]=[CH:67][C:66]([O:69][CH3:70])=[CH:65][CH:64]=1)[C:44]([N:46]1[CH2:49][C:48]([O:57][CH2:58][CH2:59][CH2:60][CH3:61])([C:50]2[CH:55]=[CH:54][CH:53]=[CH:52][C:51]=2[CH3:56])[CH2:47]1)=[O:45].[OH-].[Na+]. (2) Given the product [CH3:1][N:2]([CH2:4][C:5]1[CH:6]=[C:7]([CH:12]=[C:13]([CH:15]=[O:16])[CH:14]=1)[C:8]([O:10][CH3:11])=[O:9])[CH3:3], predict the reactants needed to synthesize it. The reactants are: [CH3:1][N:2]([CH2:4][C:5]1[CH:6]=[C:7]([CH:12]=[C:13]([CH2:15][OH:16])[CH:14]=1)[C:8]([O:10][CH3:11])=[O:9])[CH3:3]. (3) Given the product [NH2:24][C:15]1[CH:16]=[N:17][C:18]2[C:23]([C:14]=1[NH:13][CH2:12][CH:2]([OH:1])[CH2:3][NH:4][C:5](=[O:11])[O:6][C:7]([CH3:8])([CH3:9])[CH3:10])=[CH:22][CH:21]=[CH:20][CH:19]=2, predict the reactants needed to synthesize it. The reactants are: [OH:1][CH:2]([CH2:12][NH:13][C:14]1[C:23]2[C:18](=[CH:19][CH:20]=[CH:21][CH:22]=2)[N:17]=[CH:16][C:15]=1[N+:24]([O-])=O)[CH2:3][NH:4][C:5](=[O:11])[O:6][C:7]([CH3:10])([CH3:9])[CH3:8].[O-]S([O-])(=O)=O.[Mg+2]. (4) Given the product [CH3:10][C:6]1([CH3:11])[C:7](=[O:9])[C:3]2[C:2]([CH3:1])=[C:14]([CH3:15])[C:13]([CH3:16])=[CH:12][C:4]=2[O:5]1, predict the reactants needed to synthesize it. The reactants are: [CH3:1][C:2]1[CH:3]=[C:4]([CH:12]=[C:13]([CH3:16])[C:14]=1[CH3:15])[O:5][C:6]([CH3:11])([CH3:10])[C:7]([OH:9])=O.